From a dataset of Full USPTO retrosynthesis dataset with 1.9M reactions from patents (1976-2016). Predict the reactants needed to synthesize the given product. (1) Given the product [CH3:1][N:2]([CH3:17])[CH2:3][CH2:4][O:5][C:6]1[CH:7]=[C:8]([CH2:9][OH:10])[CH:13]=[CH:14][CH:15]=1, predict the reactants needed to synthesize it. The reactants are: [CH3:1][N:2]([CH3:17])[C:3](=O)[CH2:4][O:5][C:6]1[CH:7]=[C:8]([CH:13]=[CH:14][CH:15]=1)[C:9](OC)=[O:10].CCOCC.[H-].[H-].[H-].[H-].[Li+].[Al+3].S([O-])([O-])(=O)=O.[Na+].[Na+]. (2) The reactants are: [CH2:1]([O:8][C:9]1[CH:17]=[CH:16][C:12]([C:13]([OH:15])=O)=[CH:11][CH:10]=1)[C:2]1[CH:7]=[CH:6][CH:5]=[CH:4][CH:3]=1.C(Cl)(=O)C(Cl)=O.[NH2:24][C:25]1[CH:26]=[C:27]([CH:34]=[CH:35][C:36]=1[CH3:37])[C:28]([NH:30][CH:31]1[CH2:33][CH2:32]1)=[O:29].N1C=CC=CC=1. Given the product [CH2:1]([O:8][C:9]1[CH:10]=[CH:11][C:12]([C:13]([NH:24][C:25]2[CH:26]=[C:27]([CH:34]=[CH:35][C:36]=2[CH3:37])[C:28]([NH:30][CH:31]2[CH2:32][CH2:33]2)=[O:29])=[O:15])=[CH:16][CH:17]=1)[C:2]1[CH:3]=[CH:4][CH:5]=[CH:6][CH:7]=1, predict the reactants needed to synthesize it. (3) Given the product [CH3:23][O:22][C:19]1[CH:20]=[CH:21][C:16]([C:10]2[C:9]([C:8]3[CH:7]=[CH:6][C:5]([OH:4])=[CH:14][C:13]=3[OH:12])=[N:2][NH:3][C:11]=2[CH3:15])=[CH:17][CH:18]=1, predict the reactants needed to synthesize it. The reactants are: O.[NH2:2][NH2:3].[OH:4][C:5]1[CH:14]=[C:13]2[C:8]([C:9](=O)[C:10]([C:16]3[CH:21]=[CH:20][C:19]([O:22][CH3:23])=[CH:18][CH:17]=3)=[C:11]([CH3:15])[O:12]2)=[CH:7][CH:6]=1. (4) Given the product [Cl:1][C:2]1[CH:3]=[CH:4][C:5]([CH:8]([CH2:12][OH:13])[C:9]([NH:14][C:15]2[CH:20]=[N:19][CH:18]=[C:17]([C:21]([C:23]3[C:31]4[CH:30]=[N:29][CH:28]=[N:27][C:26]=4[N:25]([CH:32]([CH3:34])[CH3:33])[CH:24]=3)=[O:22])[CH:16]=2)=[O:11])=[CH:6][CH:7]=1, predict the reactants needed to synthesize it. The reactants are: [Cl:1][C:2]1[CH:7]=[CH:6][C:5]([CH:8]([CH2:12][OH:13])[C:9]([OH:11])=O)=[CH:4][CH:3]=1.[NH2:14][C:15]1[CH:16]=[C:17]([C:21]([C:23]2[C:31]3[CH:30]=[N:29][CH:28]=[N:27][C:26]=3[N:25]([CH:32]([CH3:34])[CH3:33])[CH:24]=2)=[O:22])[CH:18]=[N:19][CH:20]=1.C(N(C(C)C)CC)(C)C.CCN=C=NCCCN(C)C.Cl.Cl.C1C=CC2N(O)N=NC=2C=1.